Task: Predict the reaction yield, written as a fraction of the theoretical maximum amount of product (1.0 means a 100% yield; for example, 0.34 means a 34% yield).. Dataset: Reaction yield outcomes from USPTO patents with 853,638 reactions (1) The reactants are [C:1]1([NH:7][C:8]([C:10]2[CH:19]=[CH:18][CH:17]=[C:16]3[C:11]=2[CH2:12][CH2:13][N:14](C(OC(C)(C)C)=O)[CH2:15]3)=[O:9])[CH:6]=[CH:5][CH:4]=[CH:3][CH:2]=1. The catalyst is Cl.O1CCOCC1. The product is [C:1]1([NH:7][C:8]([C:10]2[C:11]3[CH2:12][CH2:13][NH:14][CH2:15][C:16]=3[CH:17]=[CH:18][CH:19]=2)=[O:9])[CH:2]=[CH:3][CH:4]=[CH:5][CH:6]=1. The yield is 0.810. (2) No catalyst specified. The reactants are [CH3:1][C:2]1[CH:7]=[CH:6][C:5]([S:8]([NH:11][CH2:12][C:13]#[CH:14])(=[O:10])=[O:9])=[CH:4][CH:3]=1.C([O-])([O-])=O.[K+].[K+].Br[CH2:22]/[CH:23]=[CH:24]/[C:25]1[CH:30]=[CH:29][CH:28]=[CH:27][C:26]=1[Cl:31]. The yield is 0.780. The product is [Cl:31][C:26]1[CH:27]=[CH:28][CH:29]=[CH:30][C:25]=1[CH:24]=[CH:23][CH2:22][N:11]([CH2:12][C:13]#[CH:14])[S:8]([C:5]1[CH:6]=[CH:7][C:2]([CH3:1])=[CH:3][CH:4]=1)(=[O:10])=[O:9].